This data is from Catalyst prediction with 721,799 reactions and 888 catalyst types from USPTO. The task is: Predict which catalyst facilitates the given reaction. (1) Product: [ClH:20].[C:1]([N:9]1[CH2:13][CH2:12][C:11]([C:14]2[CH:19]=[CH:18][CH:17]=[CH:16][CH:15]=2)=[N:10]1)(=[O:8])[C:2]1[CH:7]=[CH:6][CH:5]=[N:4][CH:3]=1. The catalyst class is: 8. Reactant: [C:1]([N:9]1[CH2:13][CH2:12][C:11]([C:14]2[CH:19]=[CH:18][CH:17]=[CH:16][CH:15]=2)=[N:10]1)(=[O:8])[C:2]1[CH:7]=[CH:6][CH:5]=[N:4][CH:3]=1.[ClH:20].C(O)C. (2) Reactant: [CH3:1][C:2]1[CH:3]=[C:4]([CH2:9][CH2:10][C:11]([OH:13])=O)[CH:5]=[CH:6][C:7]=1[CH3:8].C1CN([P+](ON2N=NC3C=CC=CC2=3)(N2CCCC2)N2CCCC2)CC1.F[P-](F)(F)(F)(F)F.[CH2:47]([N:49]1[C:53]([CH2:54][CH2:55][CH2:56][NH2:57])=[CH:52][C:51]([CH3:58])=[N:50]1)[CH3:48].C(N(C(C)C)C(C)C)C. Product: [CH3:1][C:2]1[CH:3]=[C:4]([CH2:9][CH2:10][C:11]([NH:57][CH2:56][CH2:55][CH2:54][C:53]2[N:49]([CH2:47][CH3:48])[N:50]=[C:51]([CH3:58])[CH:52]=2)=[O:13])[CH:5]=[CH:6][C:7]=1[CH3:8]. The catalyst class is: 39. (3) Reactant: C(COC)OC.[BH4-].[Na+].[C:9]([CH:13]([O:15][C:16]([C:19]([C:22]([C:25]([C:28]([C:31](OC)=[O:32])([F:30])[F:29])([F:27])[F:26])([F:24])[F:23])([F:21])[F:20])([F:18])[F:17])[F:14])([F:12])([F:11])[F:10].S(=O)(=O)(O)O. Product: [C:9]([CH:13]([O:15][C:16]([C:19]([C:22]([C:25]([C:28]([CH2:31][OH:32])([F:29])[F:30])([F:27])[F:26])([F:24])[F:23])([F:21])[F:20])([F:18])[F:17])[F:14])([F:12])([F:11])[F:10]. The catalyst class is: 6. (4) The catalyst class is: 30. Reactant: [F:1][C:2]1[CH:7]=[C:6]([O:8][CH2:9][CH2:10][C@@H:11]2[CH2:13][C@@H:12]2[CH:14]2[CH2:19][CH2:18][N:17]([C:20]3[O:24][N:23]=[C:22]([CH2:25][O:26][CH3:27])[N:21]=3)[CH2:16][CH2:15]2)[CH:5]=[C:4]([F:28])[C:3]=1[CH2:29][C:30]([O:32]C)=[O:31].CO.[OH-].[Li+].Cl. Product: [F:1][C:2]1[CH:7]=[C:6]([O:8][CH2:9][CH2:10][C@@H:11]2[CH2:13][C@@H:12]2[CH:14]2[CH2:19][CH2:18][N:17]([C:20]3[O:24][N:23]=[C:22]([CH2:25][O:26][CH3:27])[N:21]=3)[CH2:16][CH2:15]2)[CH:5]=[C:4]([F:28])[C:3]=1[CH2:29][C:30]([OH:32])=[O:31]. (5) Reactant: [C:1]([N:5]1[C:10](=[O:11])[C:9]([Cl:12])=[C:8]([O:13][CH2:14][C:15]2[CH:20]=[CH:19][C:18]([CH2:21][O:22][CH2:23][CH2:24][O:25][Si](C(C)(C)C)(C)C)=[CH:17][CH:16]=2)[CH:7]=[N:6]1)([CH3:4])([CH3:3])[CH3:2].CCCC[N+](CCCC)(CCCC)CCCC.[F-]. Product: [C:1]([N:5]1[C:10](=[O:11])[C:9]([Cl:12])=[C:8]([O:13][CH2:14][C:15]2[CH:16]=[CH:17][C:18]([CH2:21][O:22][CH2:23][CH2:24][OH:25])=[CH:19][CH:20]=2)[CH:7]=[N:6]1)([CH3:4])([CH3:3])[CH3:2]. The catalyst class is: 1. (6) Reactant: Br[C:2]1[CH:3]=[CH:4][C:5]([N:8]([CH3:15])[CH:9]2[CH2:14][CH2:13][O:12][CH2:11][CH2:10]2)=[N:6][CH:7]=1.CC([O-])=O.[K+].[CH3:21][C:22]1([CH3:38])[C:26]([CH3:28])([CH3:27])[O:25][B:24]([B:24]2[O:25][C:26]([CH3:28])([CH3:27])[C:22]([CH3:38])([CH3:21])[O:23]2)[O:23]1. Product: [CH3:15][N:8]([CH:9]1[CH2:14][CH2:13][O:12][CH2:11][CH2:10]1)[C:5]1[CH:4]=[CH:3][C:2]([B:24]2[O:25][C:26]([CH3:28])([CH3:27])[C:22]([CH3:38])([CH3:21])[O:23]2)=[CH:7][N:6]=1. The catalyst class is: 12. (7) The catalyst class is: 4. Reactant: COC1C=C(OC)C=CC=1C[NH:6][C:7]([C:9]1[CH:13]=[C:12]([C:14]2[CH:19]=[CH:18][N:17]=[C:16](/[CH:20]=[CH:21]/[C:22]3[CH:27]=[CH:26][CH:25]=[CH:24][CH:23]=3)[CH:15]=2)[NH:11][C:10]=1[CH:28]([CH3:30])[CH3:29])=[O:8].FC(F)(F)C(O)=O.C([O-])(O)=O.[Na+]. Product: [CH:28]([C:10]1[NH:11][C:12]([C:14]2[CH:19]=[CH:18][N:17]=[C:16](/[CH:20]=[CH:21]/[C:22]3[CH:23]=[CH:24][CH:25]=[CH:26][CH:27]=3)[CH:15]=2)=[CH:13][C:9]=1[C:7]([NH2:6])=[O:8])([CH3:30])[CH3:29]. (8) Reactant: [C:1](/[N:3]=[C:4](\SC)/[NH:5][C:6]1[CH:11]=[C:10]([Cl:12])[C:9]([C:13]2[CH:18]=[CH:17][C:16]([O:19][CH2:20][CH2:21][CH2:22][C:23]#[N:24])=[CH:15][CH:14]=2)=[C:8]([Cl:25])[CH:7]=1)#[N:2].[NH2:28][NH2:29]. Product: [NH2:2][C:1]1[NH:29][N:28]=[C:4]([NH:5][C:6]2[CH:11]=[C:10]([Cl:12])[C:9]([C:13]3[CH:18]=[CH:17][C:16]([O:19][CH2:20][CH2:21][CH2:22][C:23]#[N:24])=[CH:15][CH:14]=3)=[C:8]([Cl:25])[CH:7]=2)[N:3]=1. The catalyst class is: 5. (9) Reactant: C(N1C=CN=C1)(N1C=CN=C1)=O.[CH2:13]([O:20][C:21]1[C:26](=[O:27])[CH:25]=[C:24]([CH3:28])[O:23][C:22]=1[C:29]([OH:31])=O)[C:14]1[CH:19]=[CH:18][CH:17]=[CH:16][CH:15]=1.[CH:32]1([NH2:38])[CH2:37][CH2:36][CH2:35][CH2:34][CH2:33]1. Product: [CH:32]1([NH:38][C:29]([C:22]2[O:23][C:24]([CH3:28])=[CH:25][C:26](=[O:27])[C:21]=2[O:20][CH2:13][C:14]2[CH:15]=[CH:16][CH:17]=[CH:18][CH:19]=2)=[O:31])[CH2:37][CH2:36][CH2:35][CH2:34][CH2:33]1. The catalyst class is: 9.